This data is from Forward reaction prediction with 1.9M reactions from USPTO patents (1976-2016). The task is: Predict the product of the given reaction. (1) Given the reactants [NH:1]([C:3]1[N:8]=[CH:7][CH:6]=[CH:5][N:4]=1)[NH2:2].C(N(CC)CC)C.C[O:17][C:18](=O)[N:19]=[C:20](SC)[C:21]([C:35]1[CH:40]=[CH:39][C:38]([O:41][CH2:42][CH3:43])=[C:37]([O:44][CH3:45])[CH:36]=1)=[N:22][C:23]1[CH:28]=[CH:27][C:26]([C:29]2[N:33]=[C:32]([CH3:34])[O:31][N:30]=2)=[CH:25][CH:24]=1, predict the reaction product. The product is: [CH2:42]([O:41][C:38]1[CH:39]=[CH:40][C:35]([CH:21]([NH:22][C:23]2[CH:28]=[CH:27][C:26]([C:29]3[N:33]=[C:32]([CH3:34])[O:31][N:30]=3)=[CH:25][CH:24]=2)[C:20]2[NH:19][C:18](=[O:17])[N:1]([C:3]3[N:8]=[CH:7][CH:6]=[CH:5][N:4]=3)[N:2]=2)=[CH:36][C:37]=1[O:44][CH3:45])[CH3:43]. (2) Given the reactants [CH2:1]([N:6]1[C:14]2[N:13]=[CH:12][NH:11][C:10]=2[C:9](=[O:15])[N:8]2[C:16]([C:19]([F:22])([F:21])[F:20])=[N:17][N:18]=[C:7]12)[CH2:2][CH2:3][CH2:4][CH3:5].[Br:23]N1C(=O)CCC1=O, predict the reaction product. The product is: [Br:23][C:12]1[NH:11][C:10]2[C:9](=[O:15])[N:8]3[C:16]([C:19]([F:21])([F:20])[F:22])=[N:17][N:18]=[C:7]3[N:6]([CH2:1][CH2:2][CH2:3][CH2:4][CH3:5])[C:14]=2[N:13]=1.